From a dataset of Forward reaction prediction with 1.9M reactions from USPTO patents (1976-2016). Predict the product of the given reaction. (1) Given the reactants Cl[CH2:2][CH2:3][CH2:4][O:5][C:6]1[CH:11]=[CH:10][C:9]([C:12]2[CH:17]=[CH:16][C:15]([C:18]([N:20]3[CH2:24][CH2:23][CH2:22][CH:21]3[CH3:25])=[O:19])=[CH:14][CH:13]=2)=[CH:8][CH:7]=1.Cl.[CH3:27][C@@H:28]1[CH2:32][CH2:31][C@@H:30]([CH3:33])[NH:29]1, predict the reaction product. The product is: [CH3:27][C@@H:28]1[CH2:32][CH2:31][C@@H:30]([CH3:33])[N:29]1[CH2:2][CH2:3][CH2:4][O:5][C:6]1[CH:11]=[CH:10][C:9]([C:12]2[CH:17]=[CH:16][C:15]([C:18]([N:20]3[CH2:24][CH2:23][CH2:22][CH:21]3[CH3:25])=[O:19])=[CH:14][CH:13]=2)=[CH:8][CH:7]=1. (2) Given the reactants C(O[C:5](=[O:11])[C@H:6]([CH:8]([CH3:10])[CH3:9])[NH2:7])C=C.[CH2:12]1[CH2:18][S:15](=[O:17])(=[O:16])[O:14][CH2:13]1.O1C[CH2:22][CH2:21][CH2:20]1, predict the reaction product. The product is: [CH:8]([C@H:6]([NH:7][CH2:13][CH2:12][CH2:18][S:15]([OH:14])(=[O:17])=[O:16])[C:5](=[O:11])[CH2:22][CH:21]=[CH2:20])([CH3:9])[CH3:10]. (3) Given the reactants [CH2:1]([S:3][C:4]1[CH:12]=[C:11]2[C:7]([C:8]([C:13]#[N:14])=[CH:9][NH:10]2)=[CH:6][CH:5]=1)[CH3:2].[CH:15]1(Br)[CH2:18][CH2:17][CH2:16]1, predict the reaction product. The product is: [CH:15]1([N:10]2[C:11]3[C:7](=[CH:6][CH:5]=[C:4]([S:3][CH2:1][CH3:2])[CH:12]=3)[C:8]([C:13]#[N:14])=[CH:9]2)[CH2:18][CH2:17][CH2:16]1. (4) Given the reactants C([O:3][C:4]([C:6]1([CH2:22][CH2:23]OC)[CH2:11][CH2:10][N:9]([S:12]([C:15]2[CH:20]=[CH:19][CH:18]=[CH:17][C:16]=2[Cl:21])(=[O:14])=[O:13])[CH2:8][CH2:7]1)=O)C.[Cl-].C[Al+]C.[CH2:30]([C:32]1[N:37]=[CH:36][C:35]([NH2:38])=[CH:34][CH:33]=1)[CH3:31], predict the reaction product. The product is: [Cl:21][C:16]1[CH:17]=[CH:18][CH:19]=[CH:20][C:15]=1[S:12]([N:9]1[CH2:10][CH2:11][C:6]2([C:4](=[O:3])[N:38]([C:35]3[CH:36]=[N:37][C:32]([CH2:30][CH3:31])=[CH:33][CH:34]=3)[CH2:23][CH2:22]2)[CH2:7][CH2:8]1)(=[O:13])=[O:14]. (5) Given the reactants [Cl:1][C:2]1[C:3]([F:11])=[N:4][C:5]([F:10])=[C:6]([F:9])[C:7]=1F.[OH-].[NH4+:13], predict the reaction product. The product is: [NH2:13][C:7]1[C:6]([F:9])=[C:5]([F:10])[N:4]=[C:3]([F:11])[C:2]=1[Cl:1]. (6) The product is: [C:5]1([N:6]2[C:15]3[CH:20]=[CH:19][C:18]([B:24]4[O:25][C:26]([CH3:28])([CH3:27])[C:22]([CH3:38])([CH3:21])[O:23]4)=[CH:17][C:16]=3[C:12]3[C:7]2=[CH:8][CH:9]=[CH:10][CH:11]=3)[CH:4]=[CH:3][CH:2]=[CH:14][CH:13]=1. Given the reactants Br[C:2]1[CH:3]=[CH:4][C:5]2[N:6]([C:15]3[CH:20]=[CH:19][CH:18]=[CH:17][CH:16]=3)[C:7]3[C:12]([C:13]=2[CH:14]=1)=[CH:11][CH:10]=[CH:9][CH:8]=3.[CH3:21][C:22]1([CH3:38])[C:26]([CH3:28])([CH3:27])[O:25][B:24]([B:24]2[O:25][C:26]([CH3:28])([CH3:27])[C:22]([CH3:38])([CH3:21])[O:23]2)[O:23]1.COC1C=CC=C(OC)C=1C1C=CC=CC=1P(C1CCCCC1)C1CCCCC1.C([O-])(=O)C.[K+], predict the reaction product. (7) Given the reactants Cl.[NH2:2][C@H:3]1[CH2:8][CH2:7][C@H:6]([NH:9][C:10]([C:12]2[C:16]3=[N:17][CH:18]=[CH:19][C:20]([C:21]4[CH:26]=[C:25]([F:27])[CH:24]=[CH:23][C:22]=4[O:28][CH2:29][CH:30]4[CH2:32][CH2:31]4)=[C:15]3[NH:14][C:13]=2[CH3:33])=[O:11])[CH2:5][CH2:4]1.C([O:37][C@@H:38]([CH3:42])[C:39](Cl)=[O:40])(=O)C, predict the reaction product. The product is: [CH:30]1([CH2:29][O:28][C:22]2[CH:23]=[CH:24][C:25]([F:27])=[CH:26][C:21]=2[C:20]2[CH:19]=[CH:18][N:17]=[C:16]3[C:12]([C:10]([NH:9][C@H:6]4[CH2:7][CH2:8][C@H:3]([NH:2][C:39](=[O:40])[C@@H:38]([OH:37])[CH3:42])[CH2:4][CH2:5]4)=[O:11])=[C:13]([CH3:33])[NH:14][C:15]=23)[CH2:31][CH2:32]1. (8) Given the reactants [OH:1][C:2]1[CH:15]=[CH:14][C:13]2[S:12][C:11]3[C:6](=[CH:7][CH:8]=[CH:9][CH:10]=3)[C:5](=[O:16])[C:4]=2[CH:3]=1.[CH:17]([O:19][CH2:20][CH2:21]Cl)=[CH2:18].C(=O)([O-])[O-].[K+].[K+].O, predict the reaction product. The product is: [CH:17]([O:19][CH2:20][CH2:21][O:1][C:2]1[CH:15]=[CH:14][C:13]2[S:12][C:11]3[C:6](=[CH:7][CH:8]=[CH:9][CH:10]=3)[C:5](=[O:16])[C:4]=2[CH:3]=1)=[CH2:18]. (9) Given the reactants [Si:1]([O:8][CH2:9][CH2:10][C@H:11]1[C:16]2[CH:17]=[CH:18][C:19]([OH:21])=[CH:20][C:15]=2[CH2:14][CH2:13][O:12]1)([C:4]([CH3:7])([CH3:6])[CH3:5])([CH3:3])[CH3:2].CC(C)([O-])C.[K+].[Cl:28]N1C(=O)CCC1=O, predict the reaction product. The product is: [Si:1]([O:8][CH2:9][CH2:10][C@H:11]1[C:16]2[CH:17]=[CH:18][C:19]([OH:21])=[C:20]([Cl:28])[C:15]=2[CH2:14][CH2:13][O:12]1)([C:4]([CH3:6])([CH3:7])[CH3:5])([CH3:3])[CH3:2].